Dataset: Catalyst prediction with 721,799 reactions and 888 catalyst types from USPTO. Task: Predict which catalyst facilitates the given reaction. Reactant: [CH2:1]([N:8]1[CH:13]([CH2:14][OH:15])[CH2:12][O:11][CH:10]([CH3:16])[C:9]1=[O:17])[C:2]1[CH:7]=[CH:6][CH:5]=[CH:4][CH:3]=1.[H-].[Na+].I[CH3:21].O. Product: [CH2:1]([N:8]1[CH:13]([CH2:14][O:15][CH3:21])[CH2:12][O:11][CH:10]([CH3:16])[C:9]1=[O:17])[C:2]1[CH:3]=[CH:4][CH:5]=[CH:6][CH:7]=1. The catalyst class is: 9.